This data is from Peptide-MHC class II binding affinity with 134,281 pairs from IEDB. The task is: Regression. Given a peptide amino acid sequence and an MHC pseudo amino acid sequence, predict their binding affinity value. This is MHC class II binding data. (1) The peptide sequence is VNFYAWKRMEVGQQA. The MHC is DRB3_0101 with pseudo-sequence DRB3_0101. The binding affinity (normalized) is 0.0738. (2) The peptide sequence is FESYKMDSRIARALR. The MHC is DRB3_0202 with pseudo-sequence DRB3_0202. The binding affinity (normalized) is 0.777.